From a dataset of Catalyst prediction with 721,799 reactions and 888 catalyst types from USPTO. Predict which catalyst facilitates the given reaction. Reactant: [NH2:1][C:2]1[N:7]=[C:6]([NH2:8])[C:5]([OH:9])=[C:4]([CH2:10][CH3:11])[N:3]=1.O.[OH-].[Li+].Br[CH2:16][CH2:17][CH2:18][O:19][C:20]1[CH:34]=[CH:33][CH:32]=[CH:31][C:21]=1[O:22][CH2:23][CH2:24][CH2:25][C:26]([O:28]CC)=[O:27]. Product: [NH2:1][C:2]1[N:7]=[C:6]([NH2:8])[C:5]([O:9][CH2:16][CH2:17][CH2:18][O:19][C:20]2[CH:34]=[CH:33][CH:32]=[CH:31][C:21]=2[O:22][CH2:23][CH2:24][CH2:25][C:26]([OH:28])=[O:27])=[C:4]([CH2:10][CH3:11])[N:3]=1. The catalyst class is: 18.